From a dataset of Catalyst prediction with 721,799 reactions and 888 catalyst types from USPTO. Predict which catalyst facilitates the given reaction. (1) Reactant: Br[C:2]1[S:15][C:5]2[C:6](=[O:14])[N:7]([CH2:10][CH2:11][CH2:12][CH3:13])[C:8](=[O:9])[C:4]=2[CH:3]=1.C1C=CC([As](C2C=CC=CC=2)C2C=CC=CC=2)=CC=1.C([Sn](CCCC)(CCCC)[C:40]1[S:41][CH:42]=[CH:43][CH:44]=1)CCC. Product: [CH2:10]([N:7]1[C:6](=[O:14])[C:5]2[S:15][C:2]([C:40]3[S:41][CH:42]=[CH:43][CH:44]=3)=[CH:3][C:4]=2[C:8]1=[O:9])[CH2:11][CH2:12][CH3:13]. The catalyst class is: 101. (2) Reactant: [N+:1]([C:4]1[N:8]=[CH:7][N:6]([C:9]2[CH:16]=[CH:15][C:14]([CH:17]=[CH2:18])=[CH:13][C:10]=2[C:11]#[N:12])[N:5]=1)([O-:3])=[O:2].Br[CH:20]([C:25]1[CH:26]=[C:27]([Cl:33])[C:28]([Cl:32])=[C:29]([Cl:31])[CH:30]=1)[C:21]([F:24])([F:23])[F:22].N1C=CC=CC=1C1C=CC=CN=1. Product: [N+:1]([C:4]1[N:8]=[CH:7][N:6]([C:9]2[CH:16]=[CH:15][C:14](/[CH:17]=[CH:18]/[CH:20]([C:25]3[CH:26]=[C:27]([Cl:33])[C:28]([Cl:32])=[C:29]([Cl:31])[CH:30]=3)[C:21]([F:23])([F:22])[F:24])=[CH:13][C:10]=2[C:11]#[N:12])[N:5]=1)([O-:3])=[O:2]. The catalyst class is: 482. (3) Reactant: [C:1]([Si:5]([CH3:28])([CH3:27])[O:6][C:7]1[CH:15]=[C:14]2[C:10]([C:11]([N:16]3[C:24](=[O:25])[C:23]4[C:18](=[CH:19][CH:20]=[CH:21][CH:22]=4)[C:17]3=[O:26])=[N:12][NH:13]2)=[CH:9][CH:8]=1)([CH3:4])([CH3:3])[CH3:2].CCN(C(C)C)C(C)C.[C:38](O[C:38]([O:40][C:41]([CH3:44])([CH3:43])[CH3:42])=[O:39])([O:40][C:41]([CH3:44])([CH3:43])[CH3:42])=[O:39].CCCCCC.CCOC(C)=O. Product: [C:41]([O:40][C:38]([N:13]1[C:14]2[C:10](=[CH:9][CH:8]=[C:7]([O:6][Si:5]([C:1]([CH3:4])([CH3:3])[CH3:2])([CH3:28])[CH3:27])[CH:15]=2)[C:11]([N:16]2[C:24](=[O:25])[C:23]3[C:18](=[CH:19][CH:20]=[CH:21][CH:22]=3)[C:17]2=[O:26])=[N:12]1)=[O:39])([CH3:44])([CH3:43])[CH3:42]. The catalyst class is: 1.